Dataset: Full USPTO retrosynthesis dataset with 1.9M reactions from patents (1976-2016). Task: Predict the reactants needed to synthesize the given product. (1) The reactants are: C(OC([N:8]1[CH2:13][CH2:12][C:11](=O)[CH2:10][CH2:9]1)=O)(C)(C)C.[N+:15]([CH:18]=[CH:19][C:20]1[CH:25]=[CH:24][C:23]([Cl:26])=[CH:22][CH:21]=1)([O-])=O.[Cl:27][C:28]1[CH:35]=[CH:34][CH:33]=[CH:32][C:29]=1[CH2:30]N. Given the product [Cl:27][C:28]1[CH:35]=[CH:34][CH:33]=[CH:32][C:29]=1[CH2:30][N:15]1[C:11]2[CH2:10][CH2:9][NH:8][CH2:13][C:12]=2[C:19]([C:20]2[CH:25]=[CH:24][C:23]([Cl:26])=[CH:22][CH:21]=2)=[CH:18]1, predict the reactants needed to synthesize it. (2) Given the product [Br:1][CH2:2][CH:3]([OH:6])[CH2:4][O:5][C:22](=[O:23])[C@H:18]([CH:19]([CH3:20])[CH3:21])[NH:17][C:7]([O:9][CH2:10][C:11]1[CH:16]=[CH:15][CH:14]=[CH:13][CH:12]=1)=[O:8], predict the reactants needed to synthesize it. The reactants are: [Br:1][CH2:2][CH:3]([OH:6])[CH2:4][OH:5].[C:7]([NH:17][C@H:18]([C:22](O)=[O:23])[CH:19]([CH3:21])[CH3:20])([O:9][CH2:10][C:11]1[CH:16]=[CH:15][CH:14]=[CH:13][CH:12]=1)=[O:8].C1CCC(N=C=NC2CCCCC2)CC1. (3) Given the product [NH2:1][C:2]1[CH:7]=[CH:6][C:5]([C:8]([O:10][CH3:16])=[O:9])=[CH:4][N:3]=1, predict the reactants needed to synthesize it. The reactants are: [NH2:1][C:2]1[CH:7]=[CH:6][C:5]([C:8]([OH:10])=[O:9])=[CH:4][N:3]=1.S(=O)(=O)(O)O.[CH3:16]O. (4) The reactants are: [CH3:1][C:2]1([CH3:31])[C:6]([CH3:8])([CH3:7])[O:5][B:4]([C:9]2[CH:10]=[C:11]3[C:15](=[CH:16][CH:17]=2)[N:14]([CH:18]2[CH2:23][CH2:22][N:21]([C:24]([O:26][C:27]([CH3:30])([CH3:29])[CH3:28])=[O:25])[CH2:20][CH2:19]2)[CH2:13][CH2:12]3)[O:3]1.ClC1C(Cl)C(=O)C(C#N)C(C#N)C1=O.[OH-].[Na+]. Given the product [CH3:7][C:6]1([CH3:8])[C:2]([CH3:1])([CH3:31])[O:3][B:4]([C:9]2[CH:10]=[C:11]3[C:15](=[CH:16][CH:17]=2)[N:14]([CH:18]2[CH2:23][CH2:22][N:21]([C:24]([O:26][C:27]([CH3:30])([CH3:29])[CH3:28])=[O:25])[CH2:20][CH2:19]2)[CH:13]=[CH:12]3)[O:5]1, predict the reactants needed to synthesize it. (5) Given the product [Cl:1][C:2]1[N:7]=[N:6][C:5]([N:8]([CH3:20])[C@H:9]2[CH2:10][CH2:11][C@H:12]([CH2:15][C:16]#[C:17][CH2:18][O:19][S:22]([CH3:21])(=[O:24])=[O:23])[CH2:13][CH2:14]2)=[CH:4][CH:3]=1, predict the reactants needed to synthesize it. The reactants are: [Cl:1][C:2]1[N:7]=[N:6][C:5]([N:8]([CH3:20])[C@H:9]2[CH2:14][CH2:13][C@H:12]([CH2:15][C:16]#[C:17][CH2:18][OH:19])[CH2:11][CH2:10]2)=[CH:4][CH:3]=1.[CH3:21][S:22](Cl)(=[O:24])=[O:23].N1C(C)=CC=CC=1C.O.